Predict the reaction yield, written as a fraction of the theoretical maximum amount of product (1.0 means a 100% yield; for example, 0.34 means a 34% yield). From a dataset of Reaction yield outcomes from USPTO patents with 853,638 reactions. (1) The product is [CH3:1][O:2][C:3]1[CH:10]=[CH:9][C:8]([O:11][C:12]([F:13])([F:15])[F:14])=[CH:7][C:4]=1[CH2:5][OH:6]. The yield is 0.750. The reactants are [CH3:1][O:2][C:3]1[CH:10]=[CH:9][C:8]([O:11][C:12]([F:15])([F:14])[F:13])=[CH:7][C:4]=1[CH:5]=[O:6].[BH4-].[Na+]. The catalyst is CO. (2) The reactants are [F:1][C:2]1[CH:7]=[CH:6][C:5]([C:8]2O[C:10]([C:13]([C:16]3[CH:21]=[CH:20][N:19]=[CH:18][CH:17]=3)(O)[CH3:14])=[CH:11][N:12]=2)=[CH:4][CH:3]=1.O[S:23](O)(=O)=O.[OH-:27].[Na+].[CH3:29][C:30]#[N:31]. No catalyst specified. The product is [F:1][C:2]1[CH:7]=[CH:6][C:5]([C:8]2[S:23][C:10]([C:13]([NH:31][C:30](=[O:27])[CH3:29])([C:16]3[CH:21]=[CH:20][N:19]=[CH:18][CH:17]=3)[CH3:14])=[CH:11][N:12]=2)=[CH:4][CH:3]=1. The yield is 0.190.